This data is from Peptide-MHC class II binding affinity with 134,281 pairs from IEDB. The task is: Regression. Given a peptide amino acid sequence and an MHC pseudo amino acid sequence, predict their binding affinity value. This is MHC class II binding data. (1) The peptide sequence is HITDDNEEPIAPYHF. The MHC is DRB1_0301 with pseudo-sequence DRB1_0301. The binding affinity (normalized) is 0.303. (2) The peptide sequence is IPTAFKIGKTYTPEE. The MHC is DRB1_0802 with pseudo-sequence DRB1_0802. The binding affinity (normalized) is 0.147. (3) The peptide sequence is ISMGTSGLELTFTND. The binding affinity (normalized) is 0.0452. The MHC is DRB1_0101 with pseudo-sequence DRB1_0101. (4) The peptide sequence is TESWIVDRQWAQDLT. The MHC is DRB1_0404 with pseudo-sequence DRB1_0404. The binding affinity (normalized) is 0. (5) The peptide sequence is EKKYFAATQFPPLAA. The MHC is DRB1_0701 with pseudo-sequence DRB1_0701. The binding affinity (normalized) is 0.806. (6) The binding affinity (normalized) is 0.246. The peptide sequence is CLHYTVDKSKPKVYQWFD. The MHC is DRB1_0301 with pseudo-sequence DRB1_0301.